From a dataset of Catalyst prediction with 721,799 reactions and 888 catalyst types from USPTO. Predict which catalyst facilitates the given reaction. (1) Reactant: [CH3:1][N:2]([CH3:19])[CH2:3][CH2:4][N:5]1[C:14]2[C:9](=[CH:10][C:11]([N+:15]([O-:17])=[O:16])=[CH:12][CH:13]=2)[CH2:8][CH2:7][C:6]1=O.B. Product: [CH3:1][N:2]([CH3:19])[CH2:3][CH2:4][N:5]1[C:14]2[C:9](=[CH:10][C:11]([N+:15]([O-:17])=[O:16])=[CH:12][CH:13]=2)[CH2:8][CH2:7][CH2:6]1. The catalyst class is: 1. (2) Reactant: [F:1][C:2]1[CH:7]=[CH:6][C:5]([C:8]2[O:9][C:10]3[CH:20]=[CH:19][C:18]([C:21]4[CH:22]=[C:23]([CH:27]=[CH:28][C:29]=4[CH3:30])[C:24](O)=[O:25])=[CH:17][C:11]=3[C:12]=2[C:13](=[O:16])[NH:14][CH3:15])=[CH:4][CH:3]=1.[N:31]1[CH:36]=[C:35]([C:37]2([NH2:40])[CH2:39][CH2:38]2)[CH:34]=[N:33][CH:32]=1.C1C=CC2N(O)N=NC=2C=1.CCN=C=NCCCN(C)C.Cl.C(N(C(C)C)CC)(C)C. Product: [F:1][C:2]1[CH:3]=[CH:4][C:5]([C:8]2[O:9][C:10]3[CH:20]=[CH:19][C:18]([C:21]4[CH:22]=[C:23]([C:24](=[O:25])[NH:40][C:37]5([C:35]6[CH:36]=[N:31][CH:32]=[N:33][CH:34]=6)[CH2:39][CH2:38]5)[CH:27]=[CH:28][C:29]=4[CH3:30])=[CH:17][C:11]=3[C:12]=2[C:13]([NH:14][CH3:15])=[O:16])=[CH:6][CH:7]=1. The catalyst class is: 2. (3) Reactant: [C:1]([C:5]1[CH:6]=[C:7]2[C:11](=[CH:12][CH:13]=1)[C@H:10]([NH:14][C:15]([NH:17][C:18]1[CH:26]=[CH:25][CH:24]=[C:23]3[C:19]=1[CH:20]=[N:21][N:22]3[C:27](=[O:32])[CH2:28][N:29]([CH3:31])[CH3:30])=[O:16])[CH2:9][CH2:8]2)([CH3:4])([CH3:3])[CH3:2].[ClH:33].C(OCC)C. Product: [ClH:33].[C:1]([C:5]1[CH:6]=[C:7]2[C:11](=[CH:12][CH:13]=1)[C@H:10]([NH:14][C:15]([NH:17][C:18]1[CH:26]=[CH:25][CH:24]=[C:23]3[C:19]=1[CH:20]=[N:21][N:22]3[C:27](=[O:32])[CH2:28][N:29]([CH3:30])[CH3:31])=[O:16])[CH2:9][CH2:8]2)([CH3:4])([CH3:2])[CH3:3]. The catalyst class is: 698. (4) Reactant: [F:1][C:2]1[CH:3]=[C:4]2[C:13](=[CH:14][CH:15]=1)[C:12]1[CH:11]=[CH:10][CH:9]=[CH:8][C:7]=1[N:6]([S:16]([C:19]1[CH:24]=[CH:23][C:22]([O:25]C)=[CH:21][CH:20]=1)(=[O:18])=[O:17])[C@H:5]2[CH3:27].C1CCCCC=1.B(Br)(Br)Br. Product: [F:1][C:2]1[CH:3]=[C:4]2[C:13](=[CH:14][CH:15]=1)[C:12]1[CH:11]=[CH:10][CH:9]=[CH:8][C:7]=1[N:6]([S:16]([C:19]1[CH:20]=[CH:21][C:22]([OH:25])=[CH:23][CH:24]=1)(=[O:18])=[O:17])[C@H:5]2[CH3:27]. The catalyst class is: 389.